Task: Predict the product of the given reaction.. Dataset: Forward reaction prediction with 1.9M reactions from USPTO patents (1976-2016) (1) Given the reactants [CH2:1]([N:8]1[C:13](=[O:14])[CH:12]=[C:11]2[S:15][CH:16]([C:18]([OH:20])=O)[CH2:17][N:10]2[C:9]1=[O:21])[C:2]1[CH:7]=[CH:6][CH:5]=[CH:4][CH:3]=1.[NH2:22][CH2:23][C:24]1[CH:29]=[CH:28][N:27]=[CH:26][CH:25]=1.O.ON1C2C=CC=CC=2N=N1.Cl.C(N=C=N)C, predict the reaction product. The product is: [N:27]1[CH:28]=[CH:29][C:24]([CH2:23][NH:22][C:18]([CH:16]2[S:15][C:11]3[N:10]([C:9](=[O:21])[N:8]([CH2:1][C:2]4[CH:3]=[CH:4][CH:5]=[CH:6][CH:7]=4)[C:13](=[O:14])[CH:12]=3)[CH2:17]2)=[O:20])=[CH:25][CH:26]=1. (2) Given the reactants [C:1]([N:4]([CH2:36][CH:37]([OH:40])[CH2:38][NH2:39])[C:5]1[C:6]([I:35])=[C:7]([C:24]([NH:26][C:27](C)([CH3:33])C2COCO2)=[O:25])[C:8]([I:23])=[C:9]([C:21]=1[I:22])[C:10]([NH:12][CH2:13][CH:14]1[CH2:18][O:17][C:16]([CH3:20])([CH3:19])[O:15]1)=[O:11])(=[O:3])[CH3:2].[CH2:41](N(CC)CC)C.Cl[C:49]([C:51]1[C:52]([I:78])=[C:53]([NH:70][C:71]([CH2:73][O:74][C:75](=[O:77])[CH3:76])=[O:72])[C:54]([I:69])=[C:55]([C:58](=[O:68])[NH:59][CH2:60][CH:61]2[CH2:65][O:64][C:63]([CH3:67])([CH3:66])[O:62]2)[C:56]=1[I:57])=[O:50].[CH2:79]([O:81][C:82](=[O:84])[CH3:83])C, predict the reaction product. The product is: [C:1]([N:4]([C:5]1[C:6]([I:35])=[C:7]([C:24](=[O:25])[NH:26][CH2:27][CH:33]2[CH2:79][O:81][C:82]([CH3:41])([CH3:83])[O:84]2)[C:8]([I:23])=[C:9]([C:10](=[O:11])[NH:12][CH2:13][CH:14]2[CH2:18][O:17][C:16]([CH3:20])([CH3:19])[O:15]2)[C:21]=1[I:22])[CH2:36][CH:37]([OH:40])[CH2:38][NH:39][C:49]([C:51]1[C:52]([I:78])=[C:53]([NH:70][C:71]([CH2:73][O:74][C:75](=[O:77])[CH3:76])=[O:72])[C:54]([I:69])=[C:55]([C:58](=[O:68])[NH:59][CH2:60][CH:61]2[CH2:65][O:64][C:63]([CH3:67])([CH3:66])[O:62]2)[C:56]=1[I:57])=[O:50])(=[O:3])[CH3:2]. (3) Given the reactants [C:1]1(=[O:7])[O:6][C:4](=[O:5])[CH2:3][CH2:2]1.[CH2:8]([OH:11])[CH:9]=[CH2:10].C(N(CC)C(C)C)(C)C.Cl, predict the reaction product. The product is: [C:4]([O:11][CH2:8][CH:9]=[CH2:10])(=[O:5])[CH2:3][CH2:2][C:1]([OH:6])=[O:7]. (4) The product is: [Cl:8][C:6]1[CH:7]=[C:2]([CH:11]=[CH2:12])[N:3]=[C:4]([CH3:9])[N:5]=1. Given the reactants Cl[C:2]1[CH:7]=[C:6]([Cl:8])[N:5]=[C:4]([CH3:9])[N:3]=1.[B-](F)(F)(F)[CH:11]=[CH2:12].[K+].C(P(C12CC3CC(CC(C3)C1)C2)C12CC3CC(CC(C3)C1)C2)CCC, predict the reaction product. (5) Given the reactants [N:1]1[CH:6]=[CH:5][CH:4]=[CH:3][C:2]=1[C:7]([OH:9])=O.Cl.[CH2:11]([O:13][NH2:14])[CH3:12], predict the reaction product. The product is: [CH2:11]([O:13][NH:14][C:7]([C:2]1[CH:3]=[CH:4][CH:5]=[CH:6][N:1]=1)=[O:9])[CH3:12]. (6) Given the reactants Cl.[Cl:2][C:3]1[CH:4]=[C:5]2[C:10](=[CH:11][CH:12]=1)[CH:9]=[C:8]([S:13]([N:16]1[CH2:21][CH2:20][N:19]([C:22]([C:24]3[NH:32][C:31]4[CH2:30][CH2:29][NH:28][CH2:27][C:26]=4[CH:25]=3)=[O:23])[CH2:18][CH2:17]1)(=[O:15])=[O:14])[CH:7]=[CH:6]2.C=O.[C:35](O[BH-](OC(=O)C)OC(=O)C)(=O)C.[Na+].C(=O)(O)[O-].[Na+], predict the reaction product. The product is: [ClH:2].[Cl:2][C:3]1[CH:4]=[C:5]2[C:10](=[CH:11][CH:12]=1)[CH:9]=[C:8]([S:13]([N:16]1[CH2:21][CH2:20][N:19]([C:22]([C:24]3[NH:32][C:31]4[CH2:30][CH2:29][N:28]([CH3:35])[CH2:27][C:26]=4[CH:25]=3)=[O:23])[CH2:18][CH2:17]1)(=[O:15])=[O:14])[CH:7]=[CH:6]2. (7) Given the reactants [Cl:1][C:2]1[C:9]([F:10])=[CH:8][CH:7]=[C:6]([F:11])[C:3]=1[CH2:4][NH2:5].[NH2:12][C:13](N)=[O:14].Cl, predict the reaction product. The product is: [Cl:1][C:2]1[C:9]([F:10])=[CH:8][CH:7]=[C:6]([F:11])[C:3]=1[CH2:4][NH:5][C:13]([NH2:12])=[O:14]. (8) Given the reactants [C:1]([O:5][C:6]([N:8]1[CH2:15][CH:14]2[CH:10]([CH2:11][NH:12][CH2:13]2)[CH2:9]1)=[O:7])([CH3:4])([CH3:3])[CH3:2].Cl[C:17]1[N:22]=[C:21]([CH3:23])[CH:20]=[C:19]([CH3:24])[N:18]=1.C([O-])([O-])=O.[Cs+].[Cs+].CN(C=O)C, predict the reaction product. The product is: [C:1]([O:5][C:6]([N:8]1[CH2:9][CH:10]2[CH:14]([CH2:13][N:12]([C:17]3[N:22]=[C:21]([CH3:23])[CH:20]=[C:19]([CH3:24])[N:18]=3)[CH2:11]2)[CH2:15]1)=[O:7])([CH3:4])([CH3:2])[CH3:3]. (9) Given the reactants [C:1]([O:5][C:6]([NH:8][C@@H:9]([CH2:13][CH3:14])[C:10]([OH:12])=O)=[O:7])([CH3:4])([CH3:3])[CH3:2].[NH2:15][C:16]1[CH:30]=[CH:29][CH:28]=[C:27]([Cl:31])[C:17]=1[C:18]([NH:20][C:21]1[CH:26]=[CH:25][CH:24]=[CH:23][CH:22]=1)=[O:19].CCN(C(C)C)C(C)C.CN(C(ON1N=NC2C=CC=NC1=2)=[N+](C)C)C.F[P-](F)(F)(F)(F)F, predict the reaction product. The product is: [C:1]([O:5][C:6](=[O:7])[NH:8][C@@H:9]([CH2:13][CH3:14])[C:10]([NH:15][C:16]1[CH:30]=[CH:29][CH:28]=[C:27]([Cl:31])[C:17]=1[C:18](=[O:19])[NH:20][C:21]1[CH:22]=[CH:23][CH:24]=[CH:25][CH:26]=1)=[O:12])([CH3:2])([CH3:3])[CH3:4]. (10) Given the reactants C(=O)([O-])[O-].[K+].[K+].[CH2:7](Br)[CH3:8].[Cl:10][C:11]1[CH:12]=[C:13]2[C:17](=[CH:18][CH:19]=1)[NH:16][N:15]=[C:14]2[C:20]#[N:21], predict the reaction product. The product is: [Cl:10][C:11]1[CH:19]=[CH:18][CH:17]2[CH:13]([C:14]([C:20]#[N:21])=[N:15][N:16]2[CH2:7][CH3:8])[CH:12]=1.